Dataset: Peptide-MHC class I binding affinity with 185,985 pairs from IEDB/IMGT. Task: Regression. Given a peptide amino acid sequence and an MHC pseudo amino acid sequence, predict their binding affinity value. This is MHC class I binding data. (1) The peptide sequence is FMVFLQTHI. The MHC is HLA-A68:01 with pseudo-sequence HLA-A68:01. The binding affinity (normalized) is 0. (2) The MHC is HLA-A68:01 with pseudo-sequence HLA-A68:01. The peptide sequence is LIKFISDNK. The binding affinity (normalized) is 0.991.